Dataset: Retrosynthesis with 50K atom-mapped reactions and 10 reaction types from USPTO. Task: Predict the reactants needed to synthesize the given product. (1) Given the product COC(=O)Cc1ccc(F)c(-c2ccc(C(F)(F)F)cc2CN(CC(F)(F)F)C(C)=O)c1, predict the reactants needed to synthesize it. The reactants are: CC(=O)Cl.COC(=O)Cc1ccc(F)c(-c2ccc(C(F)(F)F)cc2CNCC(F)(F)F)c1. (2) Given the product COc1cc(C2(O)CCN(Cc3ccccc3)CC2)ccc1C=O, predict the reactants needed to synthesize it. The reactants are: COc1cc(C2(O)CCN(Cc3ccccc3)CC2)ccc1C(OC)OC. (3) Given the product FC(F)(F)c1ccnc(Cl)c1Oc1cc(Cl)cc(Br)c1, predict the reactants needed to synthesize it. The reactants are: Fc1c(C(F)(F)F)ccnc1Cl.Oc1cc(Cl)cc(Br)c1. (4) Given the product Cc1cc(C)cc(NC(=O)c2cccnc2SCc2ccnc(N3CCN(C)CC3)c2)c1, predict the reactants needed to synthesize it. The reactants are: CN1CCNCC1.Cc1cc(C)cc(NC(=O)c2cccnc2SCc2ccnc(F)c2)c1. (5) Given the product C[C@H](O)c1nc2ccccc2[nH]1, predict the reactants needed to synthesize it. The reactants are: C[C@@H](O)C(=O)O.Nc1ccccc1N. (6) Given the product CC(C)(C)C(=O)Nc1c(F)cccc1C=O, predict the reactants needed to synthesize it. The reactants are: CC(C)(C)C(=O)Nc1c(F)cccc1Br.CN(C)C=O. (7) Given the product COC(=O)c1sccc1N(C)S(=O)(=O)c1ccc(C(C)(C)C)cc1, predict the reactants needed to synthesize it. The reactants are: CI.COC(=O)c1sccc1NS(=O)(=O)c1ccc(C(C)(C)C)cc1. (8) Given the product O=S1CCOCC1c1ccc(Cl)c(Cl)c1, predict the reactants needed to synthesize it. The reactants are: Clc1ccc(C2COCCS2)cc1Cl.O=C([O-])O.